This data is from Reaction yield outcomes from USPTO patents with 853,638 reactions. The task is: Predict the reaction yield, written as a fraction of the theoretical maximum amount of product (1.0 means a 100% yield; for example, 0.34 means a 34% yield). (1) The reactants are [CH3:1][O:2][C:3]1[CH:8]=[CH:7][C:6]([OH:9])=[CH:5][CH:4]=1.[C:10](#[N:13])[CH:11]=[CH2:12]. The catalyst is CO. The product is [CH3:1][O:2][C:3]1[CH:8]=[CH:7][C:6]([O:9][CH2:12][CH2:11][C:10]#[N:13])=[CH:5][CH:4]=1. The yield is 0.895. (2) The reactants are [C:1]([O:5][C:6](=[O:35])[NH:7][C:8]([C:10]1[S:11][C:12]([S:33][CH3:34])=[C:13]([S:15]([C:18]2[CH:19]=[C:20]([C:24]3[C:29]([CH3:30])=[CH:28][C:27]([OH:31])=[CH:26][C:25]=3[CH3:32])[CH:21]=[CH:22][CH:23]=2)(=[O:17])=[O:16])[CH:14]=1)=[NH:9])([CH3:4])([CH3:3])[CH3:2].C([O-])([O-])=O.[Cs+].[Cs+].[CH2:42]([O:44][P:45]([CH2:50]OS(C(F)(F)F)(=O)=O)([O:47][CH2:48][CH3:49])=[O:46])[CH3:43]. The catalyst is CN(C=O)C. The product is [CH2:42]([O:44][P:45]([CH2:50][O:31][C:27]1[CH:26]=[C:25]([CH3:32])[C:24]([C:20]2[CH:21]=[CH:22][CH:23]=[C:18]([S:15]([C:13]3[CH:14]=[C:10]([C:8]([NH:7][C:6]([O:5][C:1]([CH3:4])([CH3:3])[CH3:2])=[O:35])=[NH:9])[S:11][C:12]=3[S:33][CH3:34])(=[O:17])=[O:16])[CH:19]=2)=[C:29]([CH3:30])[CH:28]=1)(=[O:46])[O:47][CH2:48][CH3:49])[CH3:43]. The yield is 0.330.